This data is from NCI-60 drug combinations with 297,098 pairs across 59 cell lines. The task is: Regression. Given two drug SMILES strings and cell line genomic features, predict the synergy score measuring deviation from expected non-interaction effect. (1) Drug 1: C1CCC(CC1)NC(=O)N(CCCl)N=O. Drug 2: CN1C(=O)N2C=NC(=C2N=N1)C(=O)N. Cell line: SK-OV-3. Synergy scores: CSS=8.31, Synergy_ZIP=-1.28, Synergy_Bliss=1.20, Synergy_Loewe=-3.09, Synergy_HSA=-0.772. (2) Drug 1: CC1=C2C(C(=O)C3(C(CC4C(C3C(C(C2(C)C)(CC1OC(=O)C(C(C5=CC=CC=C5)NC(=O)OC(C)(C)C)O)O)OC(=O)C6=CC=CC=C6)(CO4)OC(=O)C)O)C)O. Drug 2: CS(=O)(=O)CCNCC1=CC=C(O1)C2=CC3=C(C=C2)N=CN=C3NC4=CC(=C(C=C4)OCC5=CC(=CC=C5)F)Cl. Cell line: EKVX. Synergy scores: CSS=18.1, Synergy_ZIP=3.00, Synergy_Bliss=9.07, Synergy_Loewe=9.71, Synergy_HSA=9.24.